From a dataset of Full USPTO retrosynthesis dataset with 1.9M reactions from patents (1976-2016). Predict the reactants needed to synthesize the given product. (1) Given the product [OH:2][CH2:3][C:5]1[CH:13]=[C:12]2[C:8]([CH:9]=[CH:10][NH:11]2)=[CH:7][CH:6]=1, predict the reactants needed to synthesize it. The reactants are: C[O:2][C:3]([C:5]1[CH:13]=[C:12]2[C:8]([CH:9]=[CH:10][NH:11]2)=[CH:7][CH:6]=1)=O.[H-].[Al+3].[Li+].[H-].[H-].[H-]. (2) The reactants are: FC(F)(F)C(OC(=O)C(F)(F)F)=O.[C:14]([O:17][C:18]1[CH:47]=[CH:46][CH:45]=[CH:44][C:19]=1[C:20]([O:22][CH2:23][O:24][C:25](=[O:43])[C:26]1[CH:31]=[CH:30][C:29]([S:32][CH2:33][C:34]2[C:35]([C:40]([NH2:42])=O)=[N+:36]([O-:39])[O:37][N:38]=2)=[CH:28][CH:27]=1)=[O:21])(=[O:16])[CH3:15].N1C=CC=CC=1.CO. Given the product [C:14]([O:17][C:18]1[CH:47]=[CH:46][CH:45]=[CH:44][C:19]=1[C:20]([O:22][CH2:23][O:24][C:25](=[O:43])[C:26]1[CH:27]=[CH:28][C:29]([S:32][CH2:33][C:34]2[C:35]([C:40]#[N:42])=[N+:36]([O-:39])[O:37][N:38]=2)=[CH:30][CH:31]=1)=[O:21])(=[O:16])[CH3:15], predict the reactants needed to synthesize it. (3) Given the product [Br:1][C:2]1[CH:7]=[C:6]([C:8]([CH3:10])=[CH2:9])[C:5]([F:12])=[CH:4][N:3]=1, predict the reactants needed to synthesize it. The reactants are: [Br:1][C:2]1[CH:7]=[C:6]([C:8](O)([CH3:10])[CH3:9])[C:5]([F:12])=[CH:4][N:3]=1.CS(OS(C)(=O)=O)(=O)=O.C(N(CC)CC)C. (4) The reactants are: [C:1]([O:5][C:6]([N:8]1[C@@H:13]([CH2:14][O:15][Si](C(C)(C)C)(C)C)[CH2:12][O:11][C@H:10]([O:23][CH2:24][CH3:25])[CH2:9]1)=[O:7])([CH3:4])([CH3:3])[CH3:2].[F-].C([N+](CCCC)(CCCC)CCCC)CCC. Given the product [C:1]([O:5][C:6]([N:8]1[C@@H:13]([CH2:14][OH:15])[CH2:12][O:11][C@H:10]([O:23][CH2:24][CH3:25])[CH2:9]1)=[O:7])([CH3:4])([CH3:3])[CH3:2], predict the reactants needed to synthesize it. (5) Given the product [OH:4][C@@H:5]([CH2:11][C:12]1[CH:17]=[CH:16][CH:15]=[CH:14][C:13]=1[O:18][CH2:24][C@H:20]1[CH2:21][CH2:22][CH2:23][O:19]1)[C:6]([O:8][CH2:9][CH3:10])=[O:7], predict the reactants needed to synthesize it. The reactants are: C([O:4][C@@H:5]([CH2:11][C:12]1[CH:17]=[CH:16][CH:15]=[CH:14][C:13]=1[OH:18])[C:6]([O:8][CH2:9][CH3:10])=[O:7])(=O)C.[O:19]1[CH2:23][CH2:22][CH2:21][C@@H:20]1[CH2:24]O. (6) Given the product [O:22]1[C:23]2[CH:29]=[CH:28][CH:27]=[CH:26][C:24]=2[N:25]=[C:21]1[NH:2][C@H:3]1[CH2:6][C@H:5]([N:7]2[C:11]3=[N:12][CH:13]=[CH:14][N:15]=[C:10]3[N:9]([CH:16]3[CH2:17][CH2:18]3)[C:8]2=[O:19])[CH2:4]1, predict the reactants needed to synthesize it. The reactants are: Cl.[NH2:2][C@H:3]1[CH2:6][C@H:5]([N:7]2[C:11]3=[N:12][CH:13]=[CH:14][N:15]=[C:10]3[N:9]([CH:16]3[CH2:18][CH2:17]3)[C:8]2=[O:19])[CH2:4]1.Cl[C:21]1[O:22][C:23]2[CH:29]=[CH:28][CH:27]=[CH:26][C:24]=2[N:25]=1.C(NC(C)C)(C)C. (7) Given the product [CH3:23][N:8]([CH2:7][C:4]1[S:5][CH:6]=[C:2]([CH3:1])[CH:3]=1)[C:9]([C:11]12[CH2:18][CH:17]3[CH2:16][CH:15]([CH2:14][CH:13]([CH2:19]3)[CH2:12]1)[CH2:20]2)=[O:10], predict the reactants needed to synthesize it. The reactants are: [CH3:1][C:2]1[CH:3]=[C:4]([CH2:7][NH:8][C:9]([C:11]23[CH2:20][CH:15]4[CH2:16][CH:17]([CH2:19][CH:13]([CH2:14]4)[CH2:12]2)[CH2:18]3)=[O:10])[S:5][CH:6]=1.[H-].[Na+].[CH3:23]I. (8) Given the product [F:27][CH:2]([F:1])[O:3][C:4]1[CH:9]=[CH:8][C:7]([C:10]2[CH:15]=[N:14][C:13]([NH:16][C:17]3[CH:22]=[CH:21][C:20]([CH3:23])=[C:19]([NH2:24])[CH:18]=3)=[N:12][CH:11]=2)=[CH:6][CH:5]=1, predict the reactants needed to synthesize it. The reactants are: [F:1][CH:2]([F:27])[O:3][C:4]1[CH:9]=[CH:8][C:7]([C:10]2[CH:11]=[N:12][C:13]([NH:16][C:17]3[CH:22]=[CH:21][C:20]([CH3:23])=[C:19]([N+:24]([O-])=O)[CH:18]=3)=[N:14][CH:15]=2)=[CH:6][CH:5]=1.O.O.Cl[Sn]Cl.